Dataset: Full USPTO retrosynthesis dataset with 1.9M reactions from patents (1976-2016). Task: Predict the reactants needed to synthesize the given product. (1) Given the product [NH2:19][C:12]1[CH:11]=[C:10]([CH2:9][NH:8][C:6]([O:5][C:1]([CH3:4])([CH3:3])[CH3:2])=[O:7])[CH:18]=[CH:17][C:13]=1[C:14]([OH:16])=[O:15], predict the reactants needed to synthesize it. The reactants are: [C:1]([O:5][C:6]([NH:8][CH2:9][C:10]1[CH:18]=[CH:17][C:13]([C:14]([OH:16])=[O:15])=[C:12]([N+:19]([O-])=O)[CH:11]=1)=[O:7])([CH3:4])([CH3:3])[CH3:2]. (2) Given the product [CH3:16][O:15][C:11]1[CH:10]=[C:9]2[C:14](=[CH:13][CH:12]=1)[C:5]([NH:4][CH2:1][C:2]1[CH:3]=[CH:28][CH:27]=[CH:26][N:25]=1)=[N:6][C:7]([C:23]#[N:24])=[C:8]2[C:17]1[CH:22]=[CH:21][CH:20]=[CH:19][CH:18]=1, predict the reactants needed to synthesize it. The reactants are: [CH2:1]([NH:4][C:5]1[C:14]2[C:9](=[CH:10][C:11]([O:15][CH3:16])=[CH:12][CH:13]=2)[C:8]([C:17]2[CH:22]=[CH:21][CH:20]=[CH:19][CH:18]=2)=[C:7]([C:23]#[N:24])[N:6]=1)[CH:2]=[CH2:3].[N:25]1C=C[CH:28]=[CH:27][C:26]=1CN. (3) Given the product [Cl:22][CH2:23][C:24]1[N:8]([C:3]2[CH:4]=[CH:5][CH:6]=[CH:7][C:2]=2[Cl:1])[C:9](=[O:10])[C:11]2[C:20](=[CH:19][C:18]3[CH:17]=[CH:16][CH:15]=[CH:14][C:13]=3[CH:12]=2)[N:21]=1, predict the reactants needed to synthesize it. The reactants are: [Cl:1][C:2]1[CH:7]=[CH:6][CH:5]=[CH:4][C:3]=1[NH:8][C:9]([C:11]1[C:20]([NH2:21])=[CH:19][C:18]2[C:13](=[CH:14][CH:15]=[CH:16][CH:17]=2)[CH:12]=1)=[O:10].[Cl:22][CH2:23][C:24](Cl)=O. (4) The reactants are: [Br:1][C:2]1[CH:3]=[C:4]([CH:8]=[CH:9][C:10]=1[O:11][C:12]([F:15])([F:14])[F:13])[C:5]([OH:7])=O.[NH2:16][C:17]1[CH:22]=[CH:21][C:20]([N:23]2[CH2:28][CH2:27][O:26][CH2:25][CH2:24]2)=[CH:19][CH:18]=1.CCN=C=NCCCN(C)C.C1C=CC2N(O)N=NC=2C=1.CN1CCOCC1. Given the product [Br:1][C:2]1[CH:3]=[C:4]([CH:8]=[CH:9][C:10]=1[O:11][C:12]([F:15])([F:14])[F:13])[C:5]([NH:16][C:17]1[CH:18]=[CH:19][C:20]([N:23]2[CH2:28][CH2:27][O:26][CH2:25][CH2:24]2)=[CH:21][CH:22]=1)=[O:7], predict the reactants needed to synthesize it.